Dataset: Reaction yield outcomes from USPTO patents with 853,638 reactions. Task: Predict the reaction yield, written as a fraction of the theoretical maximum amount of product (1.0 means a 100% yield; for example, 0.34 means a 34% yield). (1) The reactants are C[O:2][C:3](=[O:30])[CH2:4][NH:5][C:6](=[O:29])[CH2:7][C:8]1[N:9]=[C:10]([NH:13][C:14]([NH:16][C:17]2[CH:22]=[CH:21][C:20]([CH3:23])=[CH:19][C:18]=2[O:24][CH2:25][CH:26]([CH3:28])[CH3:27])=[O:15])[S:11][CH:12]=1.C(OC1C=C(C)C=CC=1NC(=O)NC1SC=C(CC(O)=O)N=1)C(C)C.Cl.COC(=O)CN. No catalyst specified. The product is [CH2:25]([O:24][C:18]1[CH:19]=[C:20]([CH3:23])[CH:21]=[CH:22][C:17]=1[NH:16][C:14](=[O:15])[NH:13][C:10]1[S:11][CH:12]=[C:8]([CH2:7][C:6]([NH:5][CH2:4][C:3]([OH:30])=[O:2])=[O:29])[N:9]=1)[CH:26]([CH3:28])[CH3:27]. The yield is 0.860. (2) The reactants are [Si]([O:8][C:9]1[CH:10]=[CH:11][C:12]2[O:16][C:15](=[O:17])[N:14]([CH3:18])[C:13]=2[CH:19]=1)(C(C)(C)C)(C)C.[F-].C([N+](CCCC)(CCCC)CCCC)CCC. The catalyst is O1CCCC1. The product is [OH:8][C:9]1[CH:10]=[CH:11][C:12]2[O:16][C:15](=[O:17])[N:14]([CH3:18])[C:13]=2[CH:19]=1. The yield is 0.670. (3) The reactants are C([Li])(C)(C)C.[CH3:6][CH2:7][CH2:8][CH2:9]C.[CH3:11][CH2:12][O:13][CH2:14][CH3:15]. No catalyst specified. The product is [CH2:6]([C:11]1[CH:15]=[CH:14][O:13][CH:12]=1)[CH2:7][CH2:8][CH3:9]. The yield is 1.00. (4) The product is [Cl:1][C:2]1[C:3]([O:12][C:13]2[CH:18]=[C:17]([O:19][CH2:20][CH2:21][O:22][CH3:23])[CH:16]=[CH:15][C:14]=2/[CH:24]=[CH:25]/[C:26]([NH:51][S:48]([C:45]2[CH:44]=[CH:43][C:42]([F:41])=[CH:47][CH:46]=2)(=[O:50])=[O:49])=[O:27])=[N:4][CH:5]=[C:6]([C:8]([F:9])([F:11])[F:10])[CH:7]=1. The catalyst is C(#N)C.CN(C)C1C=CN=CC=1.C(OCC)(=O)C. The reactants are [Cl:1][C:2]1[C:3]([O:12][C:13]2[CH:18]=[C:17]([O:19][CH2:20][CH2:21][O:22][CH3:23])[CH:16]=[CH:15][C:14]=2/[CH:24]=[CH:25]/[C:26](O)=[O:27])=[N:4][CH:5]=[C:6]([C:8]([F:11])([F:10])[F:9])[CH:7]=1.Cl.C(N=C=NCCCN(C)C)C.[F:41][C:42]1[CH:47]=[CH:46][C:45]([S:48]([NH2:51])(=[O:50])=[O:49])=[CH:44][CH:43]=1.Cl. The yield is 0.580. (5) The yield is 0.480. The product is [C:1]1([C:7]2[O:8][C:9]3[CH:15]=[CH:14][C:13]([NH:16][C:17](=[O:21])[CH:18]([CH3:20])[CH3:19])=[CH:12][C:10]=3[CH:11]=2)[CH:2]=[CH:3][CH:4]=[CH:5][CH:6]=1. The catalyst is N1C=CC=CC=1. The reactants are [C:1]1([C:7]2[O:8][C:9]3[CH:15]=[CH:14][C:13]([NH2:16])=[CH:12][C:10]=3[CH:11]=2)[CH:6]=[CH:5][CH:4]=[CH:3][CH:2]=1.[C:17](Cl)(=[O:21])[CH:18]([CH3:20])[CH3:19].C(OCC)(=O)C. (6) The reactants are CO[C:3]1([S:9]([C:11]2[CH:12]=[C:13]([CH:15]=[CH:16][CH:17]=2)[NH2:14])=[O:10])[CH:8]=[CH:7][CH:6]=[CH:5][CH2:4]1.[N:18]1[CH:23]=[CH:22][CH:21]=[C:20]([CH:24]=O)[CH:19]=1.[BH4-].[Na+].[CH3:28][OH:29]. No catalyst specified. The product is [CH3:28][O:29][C:8]1[CH:7]=[CH:6][CH:5]=[CH:4][C:3]=1[S:9]([C:11]1[CH:12]=[C:13]([NH:14][CH2:24][C:20]2[CH:19]=[N:18][CH:23]=[CH:22][CH:21]=2)[CH:15]=[CH:16][CH:17]=1)=[O:10]. The yield is 0.820.